This data is from Full USPTO retrosynthesis dataset with 1.9M reactions from patents (1976-2016). The task is: Predict the reactants needed to synthesize the given product. (1) Given the product [Cl:1][C:2]1[CH:7]=[CH:6][CH:5]=[C:4]([Si:8]([CH3:10])([CH3:11])[CH3:9])[C:3]=1[NH:12][C:13](=[O:14])[O:17][CH2:15][CH3:16], predict the reactants needed to synthesize it. The reactants are: [Cl:1][C:2]1[CH:7]=[CH:6][CH:5]=[C:4]([Si:8]([CH3:11])([CH3:10])[CH3:9])[C:3]=1[N:12]=[C:13]=[O:14].[CH2:15]([OH:17])[CH3:16]. (2) Given the product [C:14]([C:13]1[CH:12]=[C:11]([CH:18]=[CH:17][CH:16]=1)[CH2:10][O:9][C:4]1[N:3]=[C:2]([NH:1][C:24]([NH:23][CH2:22][C:21]2[CH:26]=[CH:27][CH:28]=[CH:29][C:20]=2[F:19])=[O:25])[C:7]([F:8])=[CH:6][N:5]=1)#[N:15], predict the reactants needed to synthesize it. The reactants are: [NH2:1][C:2]1[C:7]([F:8])=[CH:6][N:5]=[C:4]([O:9][CH2:10][C:11]2[CH:12]=[C:13]([CH:16]=[CH:17][CH:18]=2)[C:14]#[N:15])[N:3]=1.[F:19][C:20]1[CH:29]=[CH:28][CH:27]=[CH:26][C:21]=1[CH2:22][N:23]=[C:24]=[O:25].[Li+].C[Si]([N-][Si](C)(C)C)(C)C.[NH4+].[Cl-].